From a dataset of Forward reaction prediction with 1.9M reactions from USPTO patents (1976-2016). Predict the product of the given reaction. (1) Given the reactants Br[C:2]1[CH:3]=[CH:4][C:5]([F:21])=[C:6]([C@:8]2([CH3:20])[C:14]([F:16])([F:15])[C:13]([CH3:18])([CH3:17])[O:12][CH2:11][C:10](=[O:19])[NH:9]2)[CH:7]=1.[N:22]1[CH:27]=[C:26](B(O)O)[CH:25]=[N:24][CH:23]=1.CCCCCCC.C(OCC)(=O)C, predict the reaction product. The product is: [F:15][C:14]1([F:16])[C:13]([CH3:18])([CH3:17])[O:12][CH2:11][C:10](=[O:19])[NH:9][C@@:8]1([C:6]1[CH:7]=[C:2]([C:26]2[CH:27]=[N:22][CH:23]=[N:24][CH:25]=2)[CH:3]=[CH:4][C:5]=1[F:21])[CH3:20]. (2) Given the reactants C([O:8][C@H:9]1[C@H:14]([O:15]CC2C=CC=CC=2)[C@@H:13]([O:23]CC2C=CC=CC=2)[C:12]([C:33]2[CH:38]=[CH:37][C:36]([Cl:39])=[C:35]([CH2:40][C:41]3[CH:50]=[CH:49][C:44]4[O:45][CH2:46][CH2:47][O:48][C:43]=4[CH:42]=3)[CH:34]=2)([O:31][CH3:32])[O:11][C:10]1(CO)[CH2:51][OH:52])C1C=CC=CC=1.ClC1C=CC=CC=1Cl, predict the reaction product. The product is: [Cl:39][C:36]1[CH:37]=[CH:38][C:33]([C@@:12]23[O:11][C@@:10]([CH2:51][OH:52])([CH2:32][O:31]2)[C@@H:9]([OH:8])[C@H:14]([OH:15])[C@H:13]3[OH:23])=[CH:34][C:35]=1[CH2:40][C:41]1[CH:50]=[CH:49][C:44]2[O:45][CH2:46][CH2:47][O:48][C:43]=2[CH:42]=1. (3) Given the reactants [C:1]([OH:4])(=O)[CH3:2].C(N1C=CN=C1)(N1C=CN=C1)=O.[Cl:17][C:18]1[CH:23]=[CH:22][C:21]([S:24]([N:27]([CH2:36][C:37]2[CH:46]=[CH:45][C:40]([C:41]([NH:43]O)=[NH:42])=[CH:39][CH:38]=2)[CH:28]2[CH2:34][CH2:33][CH2:32][CH2:31][NH:30][C:29]2=[O:35])(=[O:26])=[O:25])=[CH:20][CH:19]=1.O, predict the reaction product. The product is: [Cl:17][C:18]1[CH:23]=[CH:22][C:21]([S:24]([N:27]([CH2:36][C:37]2[CH:38]=[CH:39][C:40]([C:41]3[N:42]=[C:1]([CH3:2])[O:4][N:43]=3)=[CH:45][CH:46]=2)[CH:28]2[CH2:34][CH2:33][CH2:32][CH2:31][NH:30][C:29]2=[O:35])(=[O:25])=[O:26])=[CH:20][CH:19]=1. (4) Given the reactants [NH2:1][C:2]1[C:15]2[C:6](=[CH:7][C:8]3[C:9]4[C:14]=2[C:13](=[O:16])[N:12]([CH2:17][CH2:18][N:19]([CH3:21])[CH3:20])[C:11](=[O:22])[C:10]=4[CH:23]=[CH:24][CH:25]=3)[CH:5]=[CH:4][CH:3]=1.[CH2:26]([N:31]=[C:32]=[O:33])[CH2:27][CH2:28][CH2:29][CH3:30].C(Cl)Cl.CO, predict the reaction product. The product is: [CH3:21][N:19]([CH3:20])[CH2:18][CH2:17][N:12]1[C:11](=[O:22])[C:10]2[CH:23]=[CH:24][CH:25]=[C:8]3[C:9]=2[C:14](=[C:15]2[C:2]([NH:1][C:32]([NH:31][CH2:26][CH2:27][CH2:28][CH2:29][CH3:30])=[O:33])=[CH:3][CH:4]=[CH:5][C:6]2=[CH:7]3)[C:13]1=[O:16]. (5) Given the reactants Br[C:2]1[CH:7]=[CH:6][C:5]([CH:8]2[CH2:13][CH2:12][CH2:11][CH2:10][CH2:9]2)=[CH:4][CH:3]=1.[CH:14]([C:16]1[O:20][C:19](B(O)O)=[CH:18][CH:17]=1)=[O:15].C(=O)([O-])[O-].[Na+].[Na+], predict the reaction product. The product is: [CH:8]1([C:5]2[CH:6]=[CH:7][C:2]([C:19]3[O:20][C:16]([CH:14]=[O:15])=[CH:17][CH:18]=3)=[CH:3][CH:4]=2)[CH2:13][CH2:12][CH2:11][CH2:10][CH2:9]1. (6) Given the reactants [CH2:1]([N:8]([CH2:15][C:16]1[C:21](Cl)=[N:20][C:19]([N:23]([CH3:27])[CH:24]([CH3:26])[CH3:25])=[CH:18][N:17]=1)[CH2:9][C@@H:10]([OH:14])[CH2:11][O:12][CH3:13])[C:2]1[CH:7]=[CH:6][CH:5]=[CH:4][CH:3]=1.CC(C)([O-])C.[K+].O, predict the reaction product. The product is: [CH2:1]([N:8]1[CH2:15][C:16]2[N:17]=[CH:18][C:19]([N:23]([CH3:27])[CH:24]([CH3:26])[CH3:25])=[N:20][C:21]=2[O:14][C@@H:10]([CH2:11][O:12][CH3:13])[CH2:9]1)[C:2]1[CH:7]=[CH:6][CH:5]=[CH:4][CH:3]=1.